This data is from Reaction yield outcomes from USPTO patents with 853,638 reactions. The task is: Predict the reaction yield, written as a fraction of the theoretical maximum amount of product (1.0 means a 100% yield; for example, 0.34 means a 34% yield). (1) The reactants are [CH:1]1([CH2:4][O:5][C:6]2[CH:11]=[CH:10][C:9]([S:12]([CH3:15])(=[O:14])=[O:13])=[CH:8][C:7]=2B2OC(C)(C)C(C)(C)O2)[CH2:3][CH2:2]1.C([O-])([O-])=O.[K+].[K+].N#N.[CH3:33][N:34]([CH:36]=[O:37])[CH3:35]. The catalyst is C1C=CC(P(C2C=CC=CC=2)[C-]2C=CC=C2)=CC=1.C1C=CC(P(C2C=CC=CC=2)[C-]2C=CC=C2)=CC=1.Cl[Pd]Cl.[Fe+2]. The product is [CH:33]1([N:34]2[CH:35]=[C:3]([C:7]3[CH:8]=[C:9]([S:12]([CH3:15])(=[O:13])=[O:14])[CH:10]=[CH:11][C:6]=3[O:5][CH2:4][CH:1]3[CH2:2][CH2:3]3)[CH:2]=[C:1]([CH3:4])[C:36]2=[O:37])[CH2:11][CH2:6][CH2:7]1. The yield is 0.580. (2) The reactants are [N:1]1([C@@H:7]2[CH2:12][CH2:11][C@H:10]([NH:13][CH:14]3[C:23]4[N:22]=[CH:21][CH:20]=[CH:19][C:18]=4[CH2:17][CH2:16][CH2:15]3)[CH2:9][CH2:8]2)[CH2:6][CH2:5][O:4][CH2:3][CH2:2]1.C(OC([N:31]1[C:35]2[CH:36]=[CH:37][CH:38]=[CH:39][C:34]=2[N:33]=[C:32]1[CH2:40]Cl)=O)(C)(C)C.C(N(CC)C(C)C)(C)C.[I-].[K+]. The catalyst is CC#N. The product is [NH:31]1[C:35]2[CH:36]=[CH:37][CH:38]=[CH:39][C:34]=2[N:33]=[C:32]1[CH2:40][N:13]([C@H:10]1[CH2:9][CH2:8][C@@H:7]([N:1]2[CH2:6][CH2:5][O:4][CH2:3][CH2:2]2)[CH2:12][CH2:11]1)[CH:14]1[C:23]2[N:22]=[CH:21][CH:20]=[CH:19][C:18]=2[CH2:17][CH2:16][CH2:15]1. The yield is 0.470. (3) The reactants are [Cl:1][C:2]1[CH:3]=[C:4]([CH:24]=[CH:25][CH:26]=1)[C:5]([NH:7][C:8]1[CH:13]=[C:12]([O:14][C:15]2[CH:16]=[N:17][CH:18]=[CH:19][CH:20]=2)[CH:11]=[C:10]([N+:21]([O-])=O)[CH:9]=1)=[O:6].[OH-].[Na+]. The catalyst is Cl.CO.[Zn]. The product is [NH2:21][C:10]1[CH:9]=[C:8]([NH:7][C:5](=[O:6])[C:4]2[CH:24]=[CH:25][CH:26]=[C:2]([Cl:1])[CH:3]=2)[CH:13]=[C:12]([O:14][C:15]2[CH:16]=[N:17][CH:18]=[CH:19][CH:20]=2)[CH:11]=1. The yield is 0.850.